The task is: Predict the reactants needed to synthesize the given product.. This data is from Full USPTO retrosynthesis dataset with 1.9M reactions from patents (1976-2016). (1) Given the product [NH:1]1[C:9]2[C:4](=[CH:5][C:6]([NH:10][C:14]([CH:11]3[CH2:13][CH2:12]3)=[O:15])=[CH:7][CH:8]=2)[CH:3]=[CH:2]1, predict the reactants needed to synthesize it. The reactants are: [NH:1]1[C:9]2[C:4](=[CH:5][C:6]([NH2:10])=[CH:7][CH:8]=2)[CH:3]=[CH:2]1.[CH:11]1([C:14](Cl)=[O:15])[CH2:13][CH2:12]1. (2) Given the product [C:1]([O:5][C:6]([N:8]1[CH2:13][CH2:12][N:11]([C:14]2[N:15]=[C:16]3[C:17]([N:21]=[C:36]([C:29]4[C:30]([O:34][CH3:35])=[N:31][CH:32]=[CH:33][C:28]=4[I:27])[NH:22]3)=[C:18]([CH3:20])[N:19]=2)[CH2:10][CH2:9]1)=[O:7])([CH3:4])([CH3:3])[CH3:2], predict the reactants needed to synthesize it. The reactants are: [C:1]([O:5][C:6]([N:8]1[CH2:13][CH2:12][N:11]([C:14]2[N:19]=[C:18]([CH3:20])[C:17]([NH2:21])=[C:16]([N+:22]([O-])=O)[N:15]=2)[CH2:10][CH2:9]1)=[O:7])([CH3:4])([CH3:3])[CH3:2].[H][H].[I:27][C:28]1[CH:33]=[CH:32][N:31]=[C:30]([O:34][CH3:35])[C:29]=1[CH:36]=O.C(O)(=O)C.C(O)(=O)C.IC1C=CC=CC=1.